The task is: Predict the reaction yield, written as a fraction of the theoretical maximum amount of product (1.0 means a 100% yield; for example, 0.34 means a 34% yield).. This data is from Reaction yield outcomes from USPTO patents with 853,638 reactions. (1) The product is [Cl:1][C:2]1[CH:3]=[CH:4][C:5]([C:8]23[NH:27][CH2:24][CH2:25][N:26]2[C:20](=[O:22])[C:11]2[N:10]([CH:14]=[C:13]([C:15]([N:16]([CH3:17])[CH3:18])=[O:19])[CH:12]=2)[CH2:9]3)=[CH:6][CH:7]=1. The yield is 0.270. The reactants are [Cl:1][C:2]1[CH:7]=[CH:6][C:5]([C:8](=O)[CH2:9][N:10]2[CH:14]=[C:13]([C:15](=[O:19])[N:16]([CH3:18])[CH3:17])[CH:12]=[C:11]2[C:20]([OH:22])=O)=[CH:4][CH:3]=1.[CH2:24]([NH2:27])[CH2:25][NH2:26]. The catalyst is O1CCOCC1. (2) The reactants are [CH3:1][O:2][C:3]([N:5]1[CH2:10][CH2:9][CH:8]([C:11]2[C:12]3[CH:23]=[CH:22][C:21]([C:24]([F:27])([F:26])[F:25])=[CH:20][C:13]=3[S:14][C:15]=2[C:16]([O:18]C)=[O:17])[CH2:7][CH2:6]1)=[O:4].[OH-].[Na+]. The catalyst is C1COCC1.O. The product is [CH3:1][O:2][C:3]([N:5]1[CH2:6][CH2:7][CH:8]([C:11]2[C:12]3[CH:23]=[CH:22][C:21]([C:24]([F:27])([F:25])[F:26])=[CH:20][C:13]=3[S:14][C:15]=2[C:16]([OH:18])=[O:17])[CH2:9][CH2:10]1)=[O:4]. The yield is 0.920. (3) The reactants are [C:1]([NH:8][CH2:9][C:10]([OH:12])=O)([O:3][C:4]([CH3:7])([CH3:6])[CH3:5])=[O:2].CCN=C=NCCCN(C)C.Cl.C(Cl)Cl.[NH2:28][C:29]1[CH:34]=[CH:33][CH:32]=[CH:31][C:30]=1[C:35]([C:37]1[CH:38]=[N:39][C:40]2[C:45]([CH:46]=1)=[CH:44][CH:43]=[CH:42][CH:41]=2)=[O:36]. The catalyst is O.C(OCC)(=O)C. The product is [C:4]([O:3][C:1](=[O:2])[NH:8][CH2:9][C:10](=[O:12])[NH:28][C:29]1[CH:34]=[CH:33][CH:32]=[CH:31][C:30]=1[C:35]([C:37]1[CH:38]=[N:39][C:40]2[C:45]([CH:46]=1)=[CH:44][CH:43]=[CH:42][CH:41]=2)=[O:36])([CH3:5])([CH3:6])[CH3:7]. The yield is 0.360. (4) The product is [CH3:27][O:26][CH2:25][CH2:24][CH2:23][O:22][C:10]1[CH:11]=[C:12]([CH2:15][CH2:16][C:17]([O:19][CH2:20][CH3:21])=[O:18])[CH:13]=[CH:14][C:9]=1[C:6]1[CH:5]=[CH:4][C:3]([CH2:1][N:36]2[CH2:37][CH2:38][N:33]([CH3:32])[CH2:34][CH2:35]2)=[CH:8][CH:7]=1. The reactants are [CH:1]([C:3]1[CH:8]=[CH:7][C:6]([C:9]2[CH:14]=[CH:13][C:12]([CH2:15][CH2:16][C:17]([O:19][CH2:20][CH3:21])=[O:18])=[CH:11][C:10]=2[O:22][CH2:23][CH2:24][CH2:25][O:26][CH3:27])=[CH:5][CH:4]=1)=O.C(O)(=O)C.[CH3:32][N:33]1[CH2:38][CH2:37][NH:36][CH2:35][CH2:34]1.C(O[BH-](OC(=O)C)OC(=O)C)(=O)C.[Na+].C(=O)(O)[O-].[Na+]. The yield is 0.800. The catalyst is ClC(Cl)C. (5) The reactants are [OH:1][C:2]1[C:7]2[CH:8]=[C:9]([CH3:11])[O:10][C:6]=2[CH:5]=[C:4]([C:12]([O:14][CH2:15][CH3:16])=[O:13])[CH:3]=1.[CH:17]([N:30]1[CH2:33][CH:32](OS(C)(=O)=O)[CH2:31]1)([C:24]1[CH:29]=[CH:28][CH:27]=[CH:26][CH:25]=1)[C:18]1[CH:23]=[CH:22][CH:21]=[CH:20][CH:19]=1.C([O-])([O-])=O.[Cs+].[Cs+]. The catalyst is CN(C=O)C.CCOC(C)=O. The product is [C:18]1([CH:17]([C:24]2[CH:29]=[CH:28][CH:27]=[CH:26][CH:25]=2)[N:30]2[CH2:33][CH:32]([O:1][C:2]3[C:7]4[CH:8]=[C:9]([CH3:11])[O:10][C:6]=4[CH:5]=[C:4]([C:12]([O:14][CH2:15][CH3:16])=[O:13])[CH:3]=3)[CH2:31]2)[CH:19]=[CH:20][CH:21]=[CH:22][CH:23]=1. The yield is 0.630. (6) The reactants are O=[C:2]([CH3:16])[CH2:3][C:4]([O:6][CH2:7][C:8]1[CH:13]=[CH:12][CH:11]=[C:10]([O:14][CH3:15])[CH:9]=1)=[O:5].[NH2:17][C:18]([NH2:20])=[O:19].[O:21]1[CH:25]=[CH:24][CH:23]=[C:22]1[CH:26]=O. No catalyst specified. The product is [O:21]1[CH:25]=[CH:24][CH:23]=[C:22]1[CH:26]1[C:3]([C:4]([O:6][CH2:7][C:8]2[CH:13]=[CH:12][CH:11]=[C:10]([O:14][CH3:15])[CH:9]=2)=[O:5])=[C:2]([CH3:16])[NH:20][C:18](=[O:19])[NH:17]1. The yield is 0.700. (7) The reactants are [CH3:1][C:2]1[CH:3]=[C:4]([C:18]([OH:20])=O)[NH:5][C:6]=1[CH:7]=[C:8]1[C:16]2[C:11](=[CH:12][CH:13]=[CH:14][CH:15]=2)[NH:10][C:9]1=[O:17].CCN=C=NCCCN(C)C.C1C=CC2N(O)N=NC=2C=1.CCN(CC)CC.[CH3:49][O:50][CH2:51][CH2:52][NH2:53]. The catalyst is CN(C=O)C.O. The product is [CH3:49][O:50][CH2:51][CH2:52][NH:53][C:18]([C:4]1[NH:5][C:6]([CH:7]=[C:8]2[C:16]3[C:11](=[CH:12][CH:13]=[CH:14][CH:15]=3)[NH:10][C:9]2=[O:17])=[C:2]([CH3:1])[CH:3]=1)=[O:20]. The yield is 0.600.